Dataset: Full USPTO retrosynthesis dataset with 1.9M reactions from patents (1976-2016). Task: Predict the reactants needed to synthesize the given product. (1) Given the product [Cl:39][C:40]1[CH:45]=[CH:44][C:8]([S:9][CH:21]([C:15]2[CH:16]=[C:17]([F:20])[CH:18]=[CH:19][C:14]=2[F:13])[C:22]2[CH:27]=[CH:26][C:25]([CH:28]3[O:32][CH2:31][CH2:30][O:29]3)=[CH:24][N:23]=2)=[CH:42][CH:41]=1, predict the reactants needed to synthesize it. The reactants are: C(N(CC)CC)C.[CH3:8][S:9](Cl)(=O)=O.[F:13][C:14]1[CH:19]=[CH:18][C:17]([F:20])=[CH:16][C:15]=1[CH:21](O)[C:22]1[CH:27]=[CH:26][C:25]([CH:28]2[O:32][CH2:31][CH2:30][O:29]2)=[CH:24][N:23]=1.C(=O)(O)[O-].[Na+].[Cl:39][C:40]1[CH:45]=[CH:44]C=[CH:42][C:41]=1S.C(=O)([O-])[O-].[K+].[K+]. (2) The reactants are: B(Br)(Br)Br.[Cl:5][C:6]1[CH:11]=[CH:10][C:9]([O:12]C)=[CH:8][C:7]=1[S:14][CH3:15].N(CCO)CCO. Given the product [Cl:5][C:6]1[CH:11]=[CH:10][C:9]([OH:12])=[CH:8][C:7]=1[S:14][CH3:15], predict the reactants needed to synthesize it. (3) The reactants are: CN(C(ON1N=NC2C=CC=CC1=2)=[N+](C)C)C.[B-](F)(F)(F)F.C(N(CC)CC)C.[NH2:30][C:31]1[C:36]([C:37]([OH:39])=O)=[CH:35][C:34]([Br:40])=[CH:33][N:32]=1.[C:41]([NH:49][NH2:50])(=[O:48])[C:42]1[CH:47]=[CH:46][CH:45]=[CH:44][CH:43]=1. Given the product [NH2:30][C:31]1[C:36]([C:37]([NH:50][NH:49][C:41]([C:42]2[CH:47]=[CH:46][CH:45]=[CH:44][CH:43]=2)=[O:48])=[O:39])=[CH:35][C:34]([Br:40])=[CH:33][N:32]=1, predict the reactants needed to synthesize it. (4) Given the product [Cl:1][C:2]1[CH:3]=[C:4]2[C:8](=[CH:9][CH:10]=1)[NH:7][C:6]([C:11]([NH:14][CH2:15][C:16]1[CH:17]=[C:18]([CH:34]=[C:35]([F:37])[CH:36]=1)[O:19][C:20]1[CH:32]=[CH:31][C:23]([O:24][C:25]([CH3:30])([CH3:29])[C:26]([OH:28])=[O:27])=[C:22]([CH3:33])[CH:21]=1)=[O:13])=[CH:5]2, predict the reactants needed to synthesize it. The reactants are: [Cl:1][C:2]1[CH:3]=[C:4]2[C:8](=[CH:9][CH:10]=1)[NH:7][C:6]([C:11]([OH:13])=O)=[CH:5]2.[NH2:14][CH2:15][C:16]1[CH:17]=[C:18]([CH:34]=[C:35]([F:37])[CH:36]=1)[O:19][C:20]1[CH:32]=[CH:31][C:23]([O:24][C:25]([CH3:30])([CH3:29])[C:26]([OH:28])=[O:27])=[C:22]([CH3:33])[CH:21]=1. (5) Given the product [NH2:1][C:2]1[N:3]([CH2:27][C:28]2[CH:33]=[CH:32][CH:31]=[CH:30][CH:29]=2)[N:4]=[C:5]2[C:10]=1[CH:9]=[CH:8][C:7]([C:11]1[CH:12]=[C:13]([CH:21]3[CH2:26][CH2:25][N:24]([CH:35]4[CH2:34][CH2:38]4)[CH2:23][CH2:22]3)[N:14]3[C:19]=1[C:18]([NH2:20])=[N:17][CH:16]=[N:15]3)=[CH:6]2, predict the reactants needed to synthesize it. The reactants are: [NH2:1][C:2]1[N:3]([CH2:27][C:28]2[CH:33]=[CH:32][CH:31]=[CH:30][CH:29]=2)[N:4]=[C:5]2[C:10]=1[CH:9]=[CH:8][C:7]([C:11]1[CH:12]=[C:13]([CH:21]3[CH2:26][CH2:25][NH:24][CH2:23][CH2:22]3)[N:14]3[C:19]=1[C:18]([NH2:20])=[N:17][CH:16]=[N:15]3)=[CH:6]2.[C:34](O)(=O)[CH3:35].[C:38]([BH3-])#N.[Na+].C([O-])(O)=O.[Na+]. (6) Given the product [C:1]([O:5][C:6]([N:8]1[C@H:17]([C:18](=[O:40])[NH:19][C@H:20]([C:36]([O:38][CH3:39])=[O:37])[CH2:21][C:22]2[CH:27]=[CH:26][C:25]([C:28]3[CH:29]=[CH:30][C:31]([C:34]#[N:35])=[CH:32][CH:33]=3)=[CH:24][CH:23]=2)[CH2:16][C:15]2[C:10](=[CH:11][C:12]([OH:44])=[C:13]([NH2:41])[CH:14]=2)[CH2:9]1)=[O:7])([CH3:4])([CH3:2])[CH3:3], predict the reactants needed to synthesize it. The reactants are: [C:1]([O:5][C:6]([N:8]1[C@H:17]([C:18](=[O:40])[NH:19][C@H:20]([C:36]([O:38][CH3:39])=[O:37])[CH2:21][C:22]2[CH:27]=[CH:26][C:25]([C:28]3[CH:33]=[CH:32][C:31]([C:34]#[N:35])=[CH:30][CH:29]=3)=[CH:24][CH:23]=2)[CH2:16][C:15]2[C:10](=[CH:11][C:12]([OH:44])=[C:13]([N+:41]([O-])=O)[CH:14]=2)[CH2:9]1)=[O:7])([CH3:4])([CH3:3])[CH3:2].[H][H]. (7) Given the product [O:1]=[C:2]1[N:8]([CH:9]2[CH2:14][CH2:13][N:12]([C:15]([O:17][C@H:18]([CH2:33][C:34]3[CH:39]=[C:38]([C:40]([F:41])([F:43])[F:42])[C:37]([NH2:44])=[C:36]([Cl:45])[CH:35]=3)[C:19]([N:20]3[CH2:21][CH2:22][N:23]([CH:26]4[CH2:31][CH2:30][N:29]([C:57]([C:58]([O:60][CH2:61][CH3:62])=[O:59])([CH3:64])[CH3:63])[CH2:28][CH2:27]4)[CH2:24][CH2:25]3)=[O:32])=[O:16])[CH2:11][CH2:10]2)[CH2:7][CH2:6][C:5]2[CH:46]=[CH:47][CH:48]=[CH:49][C:4]=2[NH:3]1, predict the reactants needed to synthesize it. The reactants are: [O:1]=[C:2]1[N:8]([CH:9]2[CH2:14][CH2:13][N:12]([C:15]([O:17][C@H:18]([CH2:33][C:34]3[CH:39]=[C:38]([C:40]([F:43])([F:42])[F:41])[C:37]([NH2:44])=[C:36]([Cl:45])[CH:35]=3)[C:19](=[O:32])[N:20]3[CH2:25][CH2:24][N:23]([CH:26]4[CH2:31][CH2:30][NH:29][CH2:28][CH2:27]4)[CH2:22][CH2:21]3)=[O:16])[CH2:11][CH2:10]2)[CH2:7][CH2:6][C:5]2[CH:46]=[CH:47][CH:48]=[CH:49][C:4]=2[NH:3]1.C([O-])([O-])=O.[K+].[K+].Br[C:57]([CH3:64])([CH3:63])[C:58]([O:60][CH2:61][CH3:62])=[O:59].